This data is from Full USPTO retrosynthesis dataset with 1.9M reactions from patents (1976-2016). The task is: Predict the reactants needed to synthesize the given product. (1) The reactants are: [Br:1][C:2]1[CH:3]=[C:4]2[C:9](=[CH:10][CH:11]=1)[N:8]=[CH:7][C:6]([N+:12]([O-])=O)=[C:5]2Cl.[CH3:16][N:17]([CH3:27])[CH2:18][CH2:19][C:20]1[CH:25]=[CH:24][C:23]([NH2:26])=[CH:22][CH:21]=1.CCOC(C)=O. Given the product [Br:1][C:2]1[CH:11]=[CH:10][C:9]2[N:8]=[CH:7][C:6]3[N:12]=[C:16]([N:17]([CH3:27])[CH3:18])[N:26]([C:23]4[CH:24]=[CH:25][C:20]([CH2:19][CH2:18][N:17]([CH3:16])[CH3:27])=[CH:21][CH:22]=4)[C:5]=3[C:4]=2[CH:3]=1, predict the reactants needed to synthesize it. (2) Given the product [F:18][C:2]([F:1])([F:19])[C:3]1[CH:4]=[C:5]([C:9]2[N:14]=[C:13]([CH2:15][NH2:16])[CH:12]=[CH:11][CH:10]=2)[CH:6]=[CH:7][CH:8]=1, predict the reactants needed to synthesize it. The reactants are: [F:1][C:2]([F:19])([F:18])[C:3]1[CH:4]=[C:5]([C:9]2[N:14]=[C:13]([CH:15]=[N:16]O)[CH:12]=[CH:11][CH:10]=2)[CH:6]=[CH:7][CH:8]=1.C(O)(=O)C. (3) Given the product [CH3:49][O:48][C:43]1[CH:44]=[CH:45][CH:46]=[CH:47][C:42]=1[C:39]1[CH:40]=[C:41]2[C:36](=[CH:37][CH:38]=1)[NH:35][C:34]([CH3:51])([CH3:50])[CH:33]=[C:32]2[CH2:31][NH:13][C:14]1[CH:19]=[CH:18][CH:17]=[CH:16][CH:15]=1, predict the reactants needed to synthesize it. The reactants are: ClC1C=CC(SCC2[C:19]3[C:14](=[CH:15][CH:16]=[C:17](C4C=CC=CC=4OC)[CH:18]=3)[NH:13]C(C)(C)C=2)=CC=1.Br[CH2:31][C:32]1[C:41]2[C:36](=[CH:37][CH:38]=[C:39]([C:42]3[CH:47]=[CH:46][CH:45]=[CH:44][C:43]=3[O:48][CH3:49])[CH:40]=2)[NH:35][C:34]([CH3:51])([CH3:50])[CH:33]=1.C(=O)([O-])[O-].[K+].[K+].ClC1C=CC(S)=CC=1. (4) Given the product [CH3:26][NH:1][CH:2]1[CH2:11][CH2:10][C:9]2[C:4](=[CH:5][CH:6]=[C:7]([CH2:12][N:14]3[CH2:19][CH2:18][CH2:17][CH2:16][CH2:15]3)[CH:8]=2)[CH2:3]1, predict the reactants needed to synthesize it. The reactants are: [NH2:1][CH:2]1[CH2:11][CH2:10][C:9]2[CH:8]=[C:7]([C:12]([N:14]3[CH2:19][CH2:18][CH2:17][CH2:16][CH2:15]3)=O)[CH:6]=[CH:5][C:4]=2[CH2:3]1.[H-].[H-].[H-].[H-].[Li+].[Al+3].[CH2:26]1COCC1.